The task is: Regression. Given two drug SMILES strings and cell line genomic features, predict the synergy score measuring deviation from expected non-interaction effect.. This data is from NCI-60 drug combinations with 297,098 pairs across 59 cell lines. Drug 1: CC1=C2C(C(=O)C3(C(CC4C(C3C(C(C2(C)C)(CC1OC(=O)C(C(C5=CC=CC=C5)NC(=O)OC(C)(C)C)O)O)OC(=O)C6=CC=CC=C6)(CO4)OC(=O)C)O)C)O. Drug 2: CC1=C(N=C(N=C1N)C(CC(=O)N)NCC(C(=O)N)N)C(=O)NC(C(C2=CN=CN2)OC3C(C(C(C(O3)CO)O)O)OC4C(C(C(C(O4)CO)O)OC(=O)N)O)C(=O)NC(C)C(C(C)C(=O)NC(C(C)O)C(=O)NCCC5=NC(=CS5)C6=NC(=CS6)C(=O)NCCC[S+](C)C)O. Cell line: MOLT-4. Synergy scores: CSS=60.0, Synergy_ZIP=-5.83, Synergy_Bliss=-5.19, Synergy_Loewe=-16.2, Synergy_HSA=-3.12.